This data is from Forward reaction prediction with 1.9M reactions from USPTO patents (1976-2016). The task is: Predict the product of the given reaction. (1) The product is: [C:28]1([CH:24]([C:18]2[CH:19]=[CH:20][CH:21]=[CH:22][CH:23]=2)[CH2:25][CH2:26][NH:27][C:2]2[C:11]3[C:6](=[CH:7][CH:8]=[CH:9][CH:10]=3)[N:5]=[C:4]([C:12]3[CH:13]=[N:14][CH:15]=[CH:16][CH:17]=3)[N:3]=2)[CH:29]=[CH:30][CH:31]=[CH:32][CH:33]=1. Given the reactants Cl[C:2]1[C:11]2[C:6](=[CH:7][CH:8]=[CH:9][CH:10]=2)[N:5]=[C:4]([C:12]2[CH:13]=[N:14][CH:15]=[CH:16][CH:17]=2)[N:3]=1.[C:18]1([CH:24]([C:28]2[CH:33]=[CH:32][CH:31]=[CH:30][CH:29]=2)[CH2:25][CH2:26][NH2:27])[CH:23]=[CH:22][CH:21]=[CH:20][CH:19]=1.C(N(CC)C(C)C)(C)C, predict the reaction product. (2) Given the reactants C([O:5][C:6](=[O:28])[C:7]([CH2:21][CH2:22][CH2:23][CH2:24][CH2:25][C:26]#[N:27])([C:15]1[S:19][N:18]=[C:17]([CH3:20])[N:16]=1)C(OC(C)(C)C)=O)(C)(C)C, predict the reaction product. The product is: [C:26]([CH2:25][CH2:24][CH2:23][CH2:22][CH2:21][CH:7]([C:15]1[S:19][N:18]=[C:17]([CH3:20])[N:16]=1)[C:6]([OH:28])=[O:5])#[N:27]. (3) Given the reactants N1C=CC=CC=1.[Cl:7][C:8]1[CH:13]=[CH:12][CH:11]=[C:10]([F:14])[C:9]=1[OH:15].[F:16][C:17]([F:30])([F:29])[S:18](O[S:18]([C:17]([F:30])([F:29])[F:16])(=[O:20])=[O:19])(=[O:20])=[O:19], predict the reaction product. The product is: [F:16][C:17]([F:30])([F:29])[S:18]([O:15][C:9]1[C:10]([F:14])=[CH:11][CH:12]=[CH:13][C:8]=1[Cl:7])(=[O:20])=[O:19]. (4) Given the reactants S(C)C.[CH3:4][Li].[C:6]([NH:25][C@H:26]([CH2:29][CH3:30])[CH:27]=[O:28])([C:19]1[CH:24]=[CH:23][CH:22]=[CH:21][CH:20]=1)([C:13]1[CH:18]=[CH:17][CH:16]=[CH:15][CH:14]=1)[C:7]1[CH:12]=[CH:11][CH:10]=[CH:9][CH:8]=1.[NH4+].[Cl-], predict the reaction product. The product is: [C:6]([NH:25][C@H:26]([CH2:29][CH3:30])[C@@H:27]([OH:28])[CH3:4])([C:13]1[CH:18]=[CH:17][CH:16]=[CH:15][CH:14]=1)([C:19]1[CH:20]=[CH:21][CH:22]=[CH:23][CH:24]=1)[C:7]1[CH:12]=[CH:11][CH:10]=[CH:9][CH:8]=1. (5) The product is: [C:1]([O:5][C:6](=[O:19])[NH:7][C:8]1[CH:13]=[C:12]([CH3:14])[C:11]([CH2:15][NH2:16])=[C:10]([O:17][CH3:18])[N:9]=1)([CH3:3])([CH3:4])[CH3:2]. Given the reactants [C:1]([O:5][C:6](=[O:19])[NH:7][C:8]1[CH:13]=[C:12]([CH3:14])[C:11]([C:15]#[N:16])=[C:10]([O:17][CH3:18])[N:9]=1)([CH3:4])([CH3:3])[CH3:2], predict the reaction product.